From a dataset of Forward reaction prediction with 1.9M reactions from USPTO patents (1976-2016). Predict the product of the given reaction. (1) Given the reactants [C:1]([O:5][C:6]([N:8]1[CH:17]([C:18](O)=[O:19])[CH2:16][C:15]2[CH:14]=[C:13]3[O:21][CH2:22][C@H:23]([C:25]4[CH:30]=[CH:29][C:28]([O:31][CH2:32][C:33]5[CH:38]=[CH:37][C:36]([Cl:39])=[C:35]([Cl:40])[CH:34]=5)=[CH:27][CH:26]=4)[O:24][C:12]3=[CH:11][C:10]=2[CH2:9]1)=[O:7])([CH3:4])([CH3:3])[CH3:2].Cl.[CH3:42][O:43][C:44](=[O:61])[C@@H:45]([NH2:60])[CH2:46][C:47]1[CH:52]=[CH:51][C:50]([C:53]2[CH:58]=[CH:57][C:56]([F:59])=[CH:55][CH:54]=2)=[CH:49][CH:48]=1, predict the reaction product. The product is: [C:1]([O:5][C:6]([N:8]1[CH:17]([C:18](=[O:19])[NH:60][C@H:45]([C:44]([O:43][CH3:42])=[O:61])[CH2:46][C:47]2[CH:52]=[CH:51][C:50]([C:53]3[CH:58]=[CH:57][C:56]([F:59])=[CH:55][CH:54]=3)=[CH:49][CH:48]=2)[CH2:16][C:15]2[CH:14]=[C:13]3[O:21][CH2:22][C@H:23]([C:25]4[CH:30]=[CH:29][C:28]([O:31][CH2:32][C:33]5[CH:38]=[CH:37][C:36]([Cl:39])=[C:35]([Cl:40])[CH:34]=5)=[CH:27][CH:26]=4)[O:24][C:12]3=[CH:11][C:10]=2[CH2:9]1)=[O:7])([CH3:4])([CH3:2])[CH3:3]. (2) The product is: [Cl:13][CH2:14][C@H:15]1[O:29][C:3]([CH3:5])([CH3:4])[O:28][C@@H:17]([CH2:18][C:19]([N:21]([CH:22]([CH3:23])[CH3:24])[CH:25]([CH3:27])[CH3:26])=[O:20])[CH2:16]1. Given the reactants CO[C:3](OC)([CH3:5])[CH3:4].CS(O)(=O)=O.[Cl:13][CH2:14][C@@H:15]([OH:29])[CH2:16][C@@H:17]([OH:28])[CH2:18][C:19]([N:21]([CH:25]([CH3:27])[CH3:26])[CH:22]([CH3:24])[CH3:23])=[O:20], predict the reaction product. (3) Given the reactants [CH3:1][C:2]1([CH3:11])[CH2:7][CH:6]([C:8]([OH:10])=O)[CH2:5][CH2:4][O:3]1.CCN(C(C)C)C(C)C.C1C=CC2N(O)N=NC=2C=1.O.CCN=C=NCCCN(C)C.Cl.[CH:44]1([NH:50][C:51]2[N:59]=[C:58]([NH:60][C:61]3[CH:66]=[CH:65][C:64]([N:67]4[CH2:72][CH2:71][NH:70][CH2:69][CH2:68]4)=[CH:63][C:62]=3[O:73][CH3:74])[N:57]=[C:56]3[C:52]=2[N:53]=[CH:54][NH:55]3)[CH2:49][CH2:48][CH2:47][CH2:46][CH2:45]1, predict the reaction product. The product is: [CH:44]1([NH:50][C:51]2[N:59]=[C:58]([NH:60][C:61]3[CH:66]=[CH:65][C:64]([N:67]4[CH2:68][CH2:69][N:70]([C:8]([CH:6]5[CH2:5][CH2:4][O:3][C:2]([CH3:1])([CH3:11])[CH2:7]5)=[O:10])[CH2:71][CH2:72]4)=[CH:63][C:62]=3[O:73][CH3:74])[N:57]=[C:56]3[C:52]=2[N:53]=[CH:54][NH:55]3)[CH2:45][CH2:46][CH2:47][CH2:48][CH2:49]1. (4) Given the reactants [O:1]=[C:2]1[NH:6][C:5]2[CH:7]=[CH:8][CH:9]=[CH:10][C:4]=2[N:3]1[CH:11]1[CH2:16][CH2:15][N:14]([C:17]([O:19][CH2:20][C@@H:21]([N:23]([CH2:31][C:32]2[CH:37]=[CH:36][CH:35]=[CH:34][CH:33]=2)[CH2:24][C:25]2[CH:30]=[CH:29][CH:28]=[CH:27][CH:26]=2)[CH3:22])=[O:18])[CH2:13][CH2:12]1.[C:38](Cl)(=[O:45])[C:39]1[CH:44]=[CH:43][CH:42]=[CH:41][CH:40]=1, predict the reaction product. The product is: [O:1]=[C:2]1[N:6]([C:38](=[O:45])[C:39]2[CH:44]=[CH:43][CH:42]=[CH:41][CH:40]=2)[C:5]2[CH:7]=[CH:8][CH:9]=[CH:10][C:4]=2[N:3]1[CH:11]1[CH2:12][CH2:13][N:14]([C:17]([O:19][CH2:20][C@@H:21]([N:23]([CH2:24][C:25]2[CH:26]=[CH:27][CH:28]=[CH:29][CH:30]=2)[CH2:31][C:32]2[CH:37]=[CH:36][CH:35]=[CH:34][CH:33]=2)[CH3:22])=[O:18])[CH2:15][CH2:16]1. (5) Given the reactants [Cl:1][C:2]1[CH:3]=[C:4]([CH:8]=[CH:9][C:10]=1[C:11](=[O:26])[NH:12][C:13]1[CH:18]=[CH:17][C:16]([Cl:19])=[C:15]([C:20]2[CH:25]=[CH:24][CH:23]=[CH:22][N:21]=2)[CH:14]=1)[C:5](O)=[O:6].[NH2:27][C:28]1[NH:29][CH:30]=[CH:31][N:32]=1, predict the reaction product. The product is: [Cl:1][C:2]1[CH:3]=[C:4]([C:5]([NH:27][C:28]2[NH:29][CH:30]=[CH:31][N:32]=2)=[O:6])[CH:8]=[CH:9][C:10]=1[C:11]([NH:12][C:13]1[CH:18]=[CH:17][C:16]([Cl:19])=[C:15]([C:20]2[CH:25]=[CH:24][CH:23]=[CH:22][N:21]=2)[CH:14]=1)=[O:26]. (6) The product is: [C:18]([O:21][C:22]([NH:1][C@@H:2]([C:6]1[CH:10]=[CH:9][S:8][CH:7]=1)[C:3]([OH:5])=[O:4])=[O:23])([CH3:20])([CH3:19])[CH3:17]. Given the reactants [NH2:1][C@@H:2]([C:6]1[CH:10]=[CH:9][S:8][CH:7]=1)[C:3]([OH:5])=[O:4].C([O-])([O-])=O.[K+].[K+].[CH3:17][C:18]([O:21][C:22](O[C:22]([O:21][C:18]([CH3:20])([CH3:19])[CH3:17])=[O:23])=[O:23])([CH3:20])[CH3:19], predict the reaction product. (7) Given the reactants CO.O.[OH-].[Cs+:5].[C:6](OC=C)(=[O:8])[CH3:7].[C:12]([O:16]C)(=[O:15])[CH:13]=[CH2:14], predict the reaction product. The product is: [CH:6]([OH:8])=[CH2:7].[C:12]([O-:16])(=[O:15])[CH:13]=[CH2:14].[Cs+:5]. (8) The product is: [Cl:25][C:26]1[CH:31]=[C:30]([Cl:32])[CH:29]=[CH:28][C:27]=1[C:33]1[CH:34]=[C:35]([C:46]([N:58]2[CH2:57][CH2:56][C:55]([C:49]3[CH:50]=[CH:51][CH:52]=[CH:53][CH:54]=3)([C:61]([NH2:63])=[O:62])[CH2:60][CH2:59]2)=[O:47])[S:36][C:37]=1[C:38]1[CH:39]=[CH:40][C:41]([O:44][CH3:45])=[CH:42][CH:43]=1. Given the reactants ClC1C=C(Cl)C=CC=1CC(O)=O.COC1C=CC(C(OC)=O)=CC=1.[Cl:25][C:26]1[CH:31]=[C:30]([Cl:32])[CH:29]=[CH:28][C:27]=1[C:33]1[CH:34]=[C:35]([C:46](O)=[O:47])[S:36][C:37]=1[C:38]1[CH:43]=[CH:42][C:41]([O:44][CH3:45])=[CH:40][CH:39]=1.[C:49]1([C:55]2([C:61]([NH2:63])=[O:62])[CH2:60][CH2:59][NH:58][CH2:57][CH2:56]2)[CH:54]=[CH:53][CH:52]=[CH:51][CH:50]=1.CN(C(ON1N=NC2C=CC=CC1=2)=[N+](C)C)C.[B-](F)(F)(F)F, predict the reaction product. (9) Given the reactants C(NC(C)C)(C)C.C([Li])CCC.[OH:13][C:14]1[CH:19]=[C:18]([O:20][CH3:21])[CH:17]=[CH:16][C:15]=1[C:22](=[N:24][S@:25]([C:27]([CH3:30])([CH3:29])[CH3:28])=[O:26])[CH3:23].C(NC(C)C)(C)C.[Li].[CH:39]([C:41]1[CH:50]=[CH:49][C:44]([C:45]([O:47][CH3:48])=[O:46])=[CH:43][N:42]=1)=[O:40], predict the reaction product. The product is: [C:27]([S@@:25]([N:24]=[C:22]([C:15]1[CH:16]=[CH:17][C:18]([O:20][CH3:21])=[CH:19][C:14]=1[OH:13])[CH2:23][C@@H:39]([C:41]1[CH:50]=[CH:49][C:44]([C:45]([O:47][CH3:48])=[O:46])=[CH:43][N:42]=1)[OH:40])=[O:26])([CH3:30])([CH3:29])[CH3:28]. (10) Given the reactants [F:1][CH:2]([F:28])[C:3]1[N:8]=[CH:7][C:6]([CH2:9][O:10][C:11]2[CH:25]=[CH:24][C:14]([CH2:15][NH:16]C(=O)OC(C)(C)C)=[CH:13][C:12]=2[O:26][CH3:27])=[CH:5][CH:4]=1.FC(F)(F)C(O)=O, predict the reaction product. The product is: [F:28][CH:2]([F:1])[C:3]1[N:8]=[CH:7][C:6]([CH2:9][O:10][C:11]2[CH:25]=[CH:24][C:14]([CH2:15][NH2:16])=[CH:13][C:12]=2[O:26][CH3:27])=[CH:5][CH:4]=1.